This data is from TCR-epitope binding with 47,182 pairs between 192 epitopes and 23,139 TCRs. The task is: Binary Classification. Given a T-cell receptor sequence (or CDR3 region) and an epitope sequence, predict whether binding occurs between them. (1) The TCR CDR3 sequence is CASSLTGTSETQYF. Result: 0 (the TCR does not bind to the epitope). The epitope is AVFDRKSDAK. (2) The epitope is VVYRGTTTY. The TCR CDR3 sequence is CASNRDRTDTQYF. Result: 1 (the TCR binds to the epitope).